Dataset: Full USPTO retrosynthesis dataset with 1.9M reactions from patents (1976-2016). Task: Predict the reactants needed to synthesize the given product. (1) Given the product [N:12]1[C:13]2[C:8](=[CH:7][C:6]([CH:4]([CH3:5])[C:3]([OH:16])=[O:2])=[CH:15][CH:14]=2)[CH:9]=[CH:10][CH:11]=1, predict the reactants needed to synthesize it. The reactants are: C[O:2][C:3](=[O:16])[CH:4]([C:6]1[CH:7]=[C:8]2[C:13](=[CH:14][CH:15]=1)[N:12]=[CH:11][CH:10]=[CH:9]2)[CH3:5].[OH-].[Na+]. (2) The reactants are: [CH3:1][C:2]1[CH:3]=[N:4][CH:5]=[CH:6][C:7]=1[C:8]1[CH:9]=[C:10]([CH:18]=[CH:19][CH:20]=1)[C:11]([O:13][C:14]([CH3:17])([CH3:16])[CH3:15])=[O:12].[OH:21]O. Given the product [C:14]([O:13][C:11]([C:10]1[CH:9]=[C:8]([C:7]2[CH:6]=[CH:5][N+:4]([O-:21])=[CH:3][C:2]=2[CH3:1])[CH:20]=[CH:19][CH:18]=1)=[O:12])([CH3:17])([CH3:15])[CH3:16], predict the reactants needed to synthesize it.